From a dataset of Reaction yield outcomes from USPTO patents with 853,638 reactions. Predict the reaction yield, written as a fraction of the theoretical maximum amount of product (1.0 means a 100% yield; for example, 0.34 means a 34% yield). (1) The reactants are [Cl:1][C:2]1[CH:3]=[C:4]([CH:7]=[CH:8][CH:9]=1)[C:5]#[N:6].[CH2:10]([OH:12])[CH3:11]. No catalyst specified. The product is [ClH:1].[Cl:1][C:2]1[CH:3]=[C:4]([CH:7]=[CH:8][CH:9]=1)[C:5](=[NH:6])[O:12][CH2:10][CH3:11]. The yield is 1.00. (2) The yield is 0.570. The catalyst is CN(C=O)C. The product is [CH3:42][O:43][C:44]1[CH:45]=[C:46]([NH:50][C:51]2[CH:56]=[C:55]([N:57]([CH3:59])[CH3:58])[N:54]=[C:53]([N:60]3[CH2:65][CH2:64][N:63]([C:6]([C:2]4[S:1][CH:5]=[CH:4][CH:3]=4)=[O:8])[CH2:62][CH2:61]3)[N:52]=2)[CH:47]=[CH:48][CH:49]=1. The reactants are [S:1]1[CH:5]=[CH:4][CH:3]=[C:2]1[C:6]([OH:8])=O.CCN(C(C)C)C(C)C.F[P-](F)(F)(F)(F)F.N1(OC(N(C)C)=[N+](C)C)C2N=CC=CC=2N=N1.[CH3:42][O:43][C:44]1[CH:45]=[C:46]([NH:50][C:51]2[CH:56]=[C:55]([N:57]([CH3:59])[CH3:58])[N:54]=[C:53]([N:60]3[CH2:65][CH2:64][NH:63][CH2:62][CH2:61]3)[N:52]=2)[CH:47]=[CH:48][CH:49]=1.C([O-])(O)=O.[Na+]. (3) The reactants are [OH-].[Na+].[Cl:3][C:4]1[CH:26]=[C:25]([C:27]([NH:29][CH2:30][C:31]2[CH:36]=[CH:35][CH:34]=[C:33]([O:37]C(C3C=CSC=3)=O)[CH:32]=2)=[O:28])[CH:24]=[C:23]([CH3:45])[C:5]=1[C:6]([NH:8][C@H:9]([C:19]([O:21]C)=[O:20])[CH2:10][NH:11][C:12]([C:14]1[CH:18]=[CH:17][S:16][CH:15]=1)=[O:13])=[O:7]. The catalyst is CO. The product is [Cl:3][C:4]1[CH:26]=[C:25]([C:27]([NH:29][CH2:30][C:31]2[CH:36]=[CH:35][CH:34]=[C:33]([OH:37])[CH:32]=2)=[O:28])[CH:24]=[C:23]([CH3:45])[C:5]=1[C:6]([NH:8][C@H:9]([C:19]([OH:21])=[O:20])[CH2:10][NH:11][C:12]([C:14]1[CH:18]=[CH:17][S:16][CH:15]=1)=[O:13])=[O:7]. The yield is 0.590. (4) The reactants are [Br:1][C:2]1[CH:3]=[C:4]([NH2:10])[C:5]([NH2:9])=[N:6][C:7]=1[CH3:8].C([O:13][C:14](=O)[C:15](OCC)=[O:16])C. The catalyst is CCOCC. The product is [Br:1][C:2]1[C:7]([CH3:8])=[N:6][C:5]2=[N:9][C:15]([OH:16])=[C:14]([OH:13])[N:10]=[C:4]2[CH:3]=1. The yield is 0.970. (5) The reactants are O.[NH2:2][C:3]1[CH:4]=[C:5]([S:9]([OH:12])(=O)=[O:10])[CH:6]=[CH:7][CH:8]=1.[CH3:13][S:14](Cl)(=[O:16])=[O:15].P(Cl)(Cl)([Cl:20])=O. The catalyst is C(#N)C.N1C=CC=CC=1. The product is [CH3:13][S:14]([NH:2][C:3]1[CH:4]=[C:5]([S:9]([Cl:20])(=[O:12])=[O:10])[CH:6]=[CH:7][CH:8]=1)(=[O:16])=[O:15]. The yield is 1.00. (6) The reactants are [C:1]([O:5][C:6]([N:8]([C:16]1[C:21]([C:22]#[C:23][Si](C)(C)C)=[N:20][C:19]([N:28]2[CH2:33][CH2:32][N:31]([S:34]([CH2:37][CH3:38])(=[O:36])=[O:35])[CH2:30][CH2:29]2)=[CH:18][N:17]=1)[C:9](=[O:15])[O:10][C:11]([CH3:14])([CH3:13])[CH3:12])=[O:7])([CH3:4])([CH3:3])[CH3:2].C([O-])([O-])=O.[K+].[K+]. The catalyst is CO. The product is [C:11]([O:10][C:9]([N:8]([C:16]1[C:21]([C:22]#[CH:23])=[N:20][C:19]([N:28]2[CH2:33][CH2:32][N:31]([S:34]([CH2:37][CH3:38])(=[O:35])=[O:36])[CH2:30][CH2:29]2)=[CH:18][N:17]=1)[C:6](=[O:7])[O:5][C:1]([CH3:3])([CH3:2])[CH3:4])=[O:15])([CH3:12])([CH3:13])[CH3:14]. The yield is 0.600. (7) The reactants are [Br:1][C:2]1[CH:9]=[C:8]([Br:10])[CH:7]=[C:4]([CH:5]=[O:6])[C:3]=1[OH:11].[H-].[Na+].[CH3:14][N:15]([CH3:19])[C:16](Cl)=[S:17].[NH4+].[Cl-]. The yield is 0.250. The catalyst is O1CCCC1. The product is [Br:1][C:2]1[CH:9]=[C:8]([Br:10])[CH:7]=[C:4]([CH:5]=[O:6])[C:3]=1[O:11][C:16](=[S:17])[N:15]([CH3:19])[CH3:14].